This data is from Full USPTO retrosynthesis dataset with 1.9M reactions from patents (1976-2016). The task is: Predict the reactants needed to synthesize the given product. (1) Given the product [Cl:8][C:6]1[CH:5]=[C:4]([OH:9])[CH:3]=[C:2]([B:13]2[O:14][C:15]([CH3:17])([CH3:16])[C:11]([CH3:27])([CH3:10])[O:12]2)[CH:7]=1, predict the reactants needed to synthesize it. The reactants are: Br[C:2]1[CH:3]=[C:4]([OH:9])[CH:5]=[C:6]([Cl:8])[CH:7]=1.[CH3:10][C:11]1([CH3:27])[C:15]([CH3:17])([CH3:16])[O:14][B:13]([B:13]2[O:14][C:15]([CH3:17])([CH3:16])[C:11]([CH3:27])([CH3:10])[O:12]2)[O:12]1.C([O-])(=O)C.[K+].COCCOC. (2) Given the product [Cl:1][C:2]1[CH:3]=[C:4]([CH:23]=[C:24]([Cl:26])[CH:25]=1)[CH2:5][NH:6][C:7]([C:9]1([C:16]2[CH:21]=[CH:20][C:19]([C:33]3[CH:32]=[CH:31][CH:30]=[C:29]([C:27]#[N:28])[CH:34]=3)=[CH:18][CH:17]=2)[CH2:14][CH2:13][N:12]([CH3:15])[CH2:11][CH2:10]1)=[O:8], predict the reactants needed to synthesize it. The reactants are: [Cl:1][C:2]1[CH:3]=[C:4]([CH:23]=[C:24]([Cl:26])[CH:25]=1)[CH2:5][NH:6][C:7]([C:9]1([C:16]2[CH:21]=[CH:20][C:19](I)=[CH:18][CH:17]=2)[CH2:14][CH2:13][N:12]([CH3:15])[CH2:11][CH2:10]1)=[O:8].[C:27]([C:29]1[CH:30]=[C:31](B(O)O)[CH:32]=[CH:33][CH:34]=1)#[N:28].C([O-])([O-])=O.[Na+].[Na+].CCO. (3) The reactants are: N1N2C=CC=NC2=C(C(O)=O)C=1.NC1C=C(Cl)C=CC=1O.[Cl:22][C:23]1[CH:28]=[CH:27][C:26]([O:29]C(C2C=NN3C=CC=NC=23)=O)=[C:25]([NH:41][C:42]([C:44]2[CH:45]=[N:46][N:47]3[CH:52]=[CH:51][CH:50]=[N:49][C:48]=23)=[O:43])[CH:24]=1. Given the product [Cl:22][C:23]1[CH:28]=[CH:27][C:26]([OH:29])=[C:25]([NH:41][C:42]([C:44]2[CH:45]=[N:46][N:47]3[CH:52]=[CH:51][CH:50]=[N:49][C:48]=23)=[O:43])[CH:24]=1, predict the reactants needed to synthesize it. (4) Given the product [CH2:1]([N:8]1[CH2:13][CH2:12][CH:11]([N:14]2[CH:22]=[N:21][C:20]3[C:15]2=[N:16][C:17]([C:29]2[CH:36]=[C:33]([CH2:34][OH:35])[CH:32]=[N:31][CH:30]=2)=[N:18][C:19]=3[N:23]2[CH2:28][CH2:27][O:26][CH2:25][CH2:24]2)[CH2:10][CH2:9]1)[C:2]1[CH:3]=[CH:4][CH:5]=[CH:6][CH:7]=1, predict the reactants needed to synthesize it. The reactants are: [CH2:1]([N:8]1[CH2:13][CH2:12][CH:11]([N:14]2[CH:22]=[N:21][C:20]3[C:15]2=[N:16][C:17]([C:29]2[CH:30]=[N:31][CH:32]=[C:33]([CH:36]=2)[CH:34]=[O:35])=[N:18][C:19]=3[N:23]2[CH2:28][CH2:27][O:26][CH2:25][CH2:24]2)[CH2:10][CH2:9]1)[C:2]1[CH:7]=[CH:6][CH:5]=[CH:4][CH:3]=1.[BH4-].[Na+]. (5) Given the product [NH:14]1[C:15]2[CH:21]=[CH:20][CH:19]=[CH:18][C:16]=2[N:17]=[C:13]1[CH2:12][C@@H:9]1[CH2:10][CH2:11][C@H:6]([C:4]([OH:5])=[O:3])[CH2:7][CH2:8]1, predict the reactants needed to synthesize it. The reactants are: C([O:3][C:4]([CH:6]1[CH2:11][CH2:10][CH:9]([CH2:12][C:13]2[NH:17][C:16]3[CH:18]=[CH:19][CH:20]=[CH:21][C:15]=3[N:14]=2)[CH2:8][CH2:7]1)=[O:5])C.[Li+].[OH-]. (6) Given the product [S:25]1[CH:29]=[CH:28][CH:27]=[C:26]1[C:2]1[CH:3]=[C:4]2[C:8](=[CH:9][CH:10]=1)[NH:7][CH:6]=[C:5]2[CH2:11][C:12]([NH:14][C:15]1[CH:23]=[C:22]([CH3:24])[CH:21]=[CH:20][C:16]=1[C:17]([OH:19])=[O:18])=[O:13], predict the reactants needed to synthesize it. The reactants are: Br[C:2]1[CH:3]=[C:4]2[C:8](=[CH:9][CH:10]=1)[NH:7][CH:6]=[C:5]2[CH2:11][C:12]([NH:14][C:15]1[CH:23]=[C:22]([CH3:24])[CH:21]=[CH:20][C:16]=1[C:17]([OH:19])=[O:18])=[O:13].[S:25]1[CH:29]=[CH:28][CH:27]=[C:26]1B(O)O.